This data is from TCR-epitope binding with 47,182 pairs between 192 epitopes and 23,139 TCRs. The task is: Binary Classification. Given a T-cell receptor sequence (or CDR3 region) and an epitope sequence, predict whether binding occurs between them. (1) Result: 1 (the TCR binds to the epitope). The TCR CDR3 sequence is CASSMTGVGSYNEQFF. The epitope is NEGVKAAW. (2) The epitope is NLWNTFTRL. The TCR CDR3 sequence is CASSFYGLAGGLYEQYF. Result: 0 (the TCR does not bind to the epitope). (3) The epitope is TSDLATNNLVVMAY. The TCR CDR3 sequence is CASSYGNINEQFF. Result: 1 (the TCR binds to the epitope). (4) The epitope is LLFGYPVYV. The TCR CDR3 sequence is CSARDHRGANTGELFF. Result: 0 (the TCR does not bind to the epitope). (5) The epitope is KLPDDFTGCV. The TCR CDR3 sequence is CASSQALPGQGAYGGQYF. Result: 1 (the TCR binds to the epitope). (6) The epitope is MPASWVMRI. The TCR CDR3 sequence is CASSYSANEQFF. Result: 0 (the TCR does not bind to the epitope). (7) The TCR CDR3 sequence is CASSQAFPGQYNSPLHF. Result: 1 (the TCR binds to the epitope). The epitope is LEPLVDLPI. (8) Result: 0 (the TCR does not bind to the epitope). The epitope is RTLNAWVKV. The TCR CDR3 sequence is CASSDWQERPYEQYF. (9) The epitope is RLQSLQTYV. The TCR CDR3 sequence is CASSRGPAVTNTGELFF. Result: 0 (the TCR does not bind to the epitope). (10) The epitope is LLSAGIFGA. The TCR CDR3 sequence is CASSQSSSSYNSPLHF. Result: 1 (the TCR binds to the epitope).